From a dataset of Catalyst prediction with 721,799 reactions and 888 catalyst types from USPTO. Predict which catalyst facilitates the given reaction. Reactant: [NH2:1][C:2]1[CH:3]=[C:4]([C:15]2[C:24]3[C:19](=[CH:20][CH:21]=[CH:22][CH:23]=3)[C:18](=[O:25])[NH:17][N:16]=2)[CH:5]=[CH:6][C:7]=1[N:8]1[CH2:13][CH2:12][N:11]([CH3:14])[CH2:10][CH2:9]1.[C:26](OC(=O)C)(=[O:28])[CH3:27]. Product: [CH3:14][N:11]1[CH2:10][CH2:9][N:8]([C:7]2[CH:6]=[CH:5][C:4]([C:15]3[C:24]4[C:19](=[CH:20][CH:21]=[CH:22][CH:23]=4)[C:18](=[O:25])[NH:17][N:16]=3)=[CH:3][C:2]=2[NH:1][C:26](=[O:28])[CH3:27])[CH2:13][CH2:12]1. The catalyst class is: 17.